Dataset: Full USPTO retrosynthesis dataset with 1.9M reactions from patents (1976-2016). Task: Predict the reactants needed to synthesize the given product. (1) The reactants are: [CH2:1]([O:8][C@H:9]1[C@H:15]([O:16][CH2:17][C:18]2[CH:23]=[CH:22][CH:21]=[CH:20][CH:19]=2)[C@@H:14]([O:24][CH2:25][C:26]2[CH:31]=[CH:30][CH:29]=[CH:28][CH:27]=2)[C@:13]2([C:33]3[CH:38]=[CH:37][C:36]([Cl:39])=[C:35]([CH2:40][C:41]4[CH:46]=[CH:45][C:44]([O:47][CH2:48][C:49]5[CH:54]=[CH:53][CH:52]=[CH:51][CH:50]=5)=[CH:43][CH:42]=4)[CH:34]=3)[O:32][C@@:10]1([CH2:55][OH:56])[CH2:11][O:12]2)[C:2]1[CH:7]=[CH:6][CH:5]=[CH:4][CH:3]=1.C(=O)(O)[O-:58].[Na+].[Br-].[K+].Cl[O-].[Na+].Cl. Given the product [CH2:1]([O:8][C@H:9]1[C@H:15]([O:16][CH2:17][C:18]2[CH:19]=[CH:20][CH:21]=[CH:22][CH:23]=2)[C@@H:14]([O:24][CH2:25][C:26]2[CH:31]=[CH:30][CH:29]=[CH:28][CH:27]=2)[C@:13]2([C:33]3[CH:38]=[CH:37][C:36]([Cl:39])=[C:35]([CH2:40][C:41]4[CH:42]=[CH:43][C:44]([O:47][CH2:48][C:49]5[CH:54]=[CH:53][CH:52]=[CH:51][CH:50]=5)=[CH:45][CH:46]=4)[CH:34]=3)[O:32][C@@:10]1([C:55]([OH:58])=[O:56])[CH2:11][O:12]2)[C:2]1[CH:3]=[CH:4][CH:5]=[CH:6][CH:7]=1, predict the reactants needed to synthesize it. (2) Given the product [CH:26]1[C:25]2[C:34]([O:36][C:37](=[O:38])[C:24]=2[CH:23]=[C:28]2[C:29]([O:31][C:32](=[O:33])[C:27]=12)=[O:30])=[O:35].[CH:1]1[C:6]([C:7]2[CH:12]=[CH:11][C:10]3[C:13]([O:15][C:16](=[O:17])[C:9]=3[CH:8]=2)=[O:14])=[CH:5][C:4]2[C:18]([O:20][C:21](=[O:22])[C:3]=2[CH:2]=1)=[O:19], predict the reactants needed to synthesize it. The reactants are: [CH:1]1[C:6]([C:7]2[CH:12]=[CH:11][C:10]3[C:13]([O:15][C:16](=[O:17])[C:9]=3[CH:8]=2)=[O:14])=[CH:5][C:4]2[C:18]([O:20][C:21](=[O:22])[C:3]=2[CH:2]=1)=[O:19].[CH:23]1[C:28]2[C:29]([O:31][C:32](=[O:33])[C:27]=2[CH:26]=[C:25]2[C:34]([O:36][C:37](=[O:38])[C:24]=12)=[O:35])=[O:30]. (3) Given the product [Cl:68][C:67]1[C:66]([Cl:69])=[C:65]([CH3:70])[NH:64][C:63]=1[C:61]([NH:60][CH:57]1[CH2:56][CH2:55][N:54]([C:52]2[CH:51]=[C:47]([C:48]([NH:18][NH2:26])=[O:50])[CH:46]=[C:45]([Cl:44])[N:53]=2)[CH2:59][CH2:58]1)=[O:62], predict the reactants needed to synthesize it. The reactants are: C(N(C(C)C)CC)(C)C.CN(C(O[N:18]1[N:26]=NC2C=CC=NC1=2)=[N+](C)C)C.F[P-](F)(F)(F)(F)F.C1C=NC2N(O)N=NC=2C=1.[Cl:44][C:45]1[CH:46]=[C:47]([CH:51]=[C:52]([N:54]2[CH2:59][CH2:58][CH:57]([NH:60][C:61]([C:63]3[NH:64][C:65]([CH3:70])=[C:66]([Cl:69])[C:67]=3[Cl:68])=[O:62])[CH2:56][CH2:55]2)[N:53]=1)[C:48]([OH:50])=O.NN. (4) Given the product [OH:4][C:5]1[CH:17]=[CH:16][C:8]2[C:9](=[O:15])[O:10][C:11]([CH3:13])([CH3:14])[O:12][C:7]=2[CH:6]=1, predict the reactants needed to synthesize it. The reactants are: FC1C=C(CNCCC(C)C)C=CC=1[O:4][C:5]1[CH:17]=[CH:16][C:8]2[C:9](=[O:15])[O:10][C:11]([CH3:14])([CH3:13])[O:12][C:7]=2[CH:6]=1.CC(OC(OC(OC(C)(C)C)=O)=O)(C)C.C(=O)([O-])[O-].[K+].[K+].O. (5) Given the product [CH3:15][N:16]1[C:20]([CH3:21])=[C:19]([C:2]2[NH:3][C:4]3[C:9]([C:10]=2[CH:11]=[O:12])=[CH:8][C:7]([O:13][CH3:14])=[CH:6][CH:5]=3)[CH:18]=[N:17]1, predict the reactants needed to synthesize it. The reactants are: Br[C:2]1[NH:3][C:4]2[C:9]([C:10]=1[CH:11]=[O:12])=[CH:8][C:7]([O:13][CH3:14])=[CH:6][CH:5]=2.[CH3:15][N:16]1[C:20]([CH3:21])=[C:19](B2OC(C)(C)C(C)(C)O2)[CH:18]=[N:17]1.C1(P(C2C=CC=CC=2)C2C=CC=CC=2)C=CC=CC=1.P([O-])([O-])([O-])=O.[K+].[K+].[K+]. (6) Given the product [Cl:1][C:2]1[CH:7]=[CH:6][C:5]([Cl:8])=[CH:4][C:3]=1[CH:10]1[CH2:12][CH2:11]1, predict the reactants needed to synthesize it. The reactants are: [Cl:1][C:2]1[CH:7]=[CH:6][C:5]([Cl:8])=[CH:4][C:3]=1I.[CH:10]1(B(O)O)[CH2:12][CH2:11]1.P([O-])([O-])([O-])=O.[K+].[K+].[K+].O. (7) Given the product [F:1][C:2]([F:6])([F:5])[CH2:3][O:4][CH2:10][C:11]1[CH:16]=[CH:15][C:14]([C:17]2[NH:21][C:20](=[O:22])[N:19]([C:23]3[CH:24]=[C:25]([CH:34]=[CH:35][C:36]=3[Cl:37])[CH2:26][NH:27][C:28](=[O:33])[C:29]([CH3:32])([CH3:30])[CH3:31])[N:18]=2)=[CH:13][CH:12]=1, predict the reactants needed to synthesize it. The reactants are: [F:1][C:2]([F:6])([F:5])[CH2:3][OH:4].[H-].[Na+].Br[CH2:10][C:11]1[CH:16]=[CH:15][C:14]([C:17]2[NH:21][C:20](=[O:22])[N:19]([C:23]3[CH:24]=[C:25]([CH:34]=[CH:35][C:36]=3[Cl:37])[CH2:26][NH:27][C:28](=[O:33])[C:29]([CH3:32])([CH3:31])[CH3:30])[N:18]=2)=[CH:13][CH:12]=1. (8) Given the product [F:34][C:2]([F:1])([F:33])[C:3]1[CH:28]=[C:27]([C:29]([F:30])([F:32])[F:31])[CH:26]=[CH:25][C:4]=1[CH2:5][N:6]1[C:14]2[C:9](=[CH:10][C:11]([CH:15]=[C:16]3[S:20][C:19]([N:39]4[CH2:40][CH2:41][N:36]([CH3:35])[C:37](=[O:43])[CH:38]4[CH3:42])=[N:18][C:17]3=[O:24])=[CH:12][CH:13]=2)[CH:8]=[N:7]1, predict the reactants needed to synthesize it. The reactants are: [F:1][C:2]([F:34])([F:33])[C:3]1[CH:28]=[C:27]([C:29]([F:32])([F:31])[F:30])[CH:26]=[CH:25][C:4]=1[CH2:5][N:6]1[C:14]2[C:9](=[CH:10][C:11]([CH:15]=[C:16]3[S:20][C:19](SCC)=[N:18][C:17]3=[O:24])=[CH:12][CH:13]=2)[CH:8]=[N:7]1.[CH3:35][N:36]1[CH2:41][CH2:40][NH:39][CH:38]([CH3:42])[C:37]1=[O:43]. (9) Given the product [Cl:1][C:2]1[CH:8]=[C:7]([O:9][C:10]2[C:11]3[N:18]([CH3:19])[CH:17]=[CH:16][C:12]=3[N:13]=[CH:14][N:15]=2)[CH:6]=[CH:5][C:3]=1[NH:4][C:27]([NH:36][CH:37]1[CH2:42][CH2:41][CH2:40][N:39]([C:43]([O:45][C:46]([CH3:49])([CH3:48])[CH3:47])=[O:44])[CH2:38]1)=[O:28], predict the reactants needed to synthesize it. The reactants are: [Cl:1][C:2]1[CH:8]=[C:7]([O:9][C:10]2[C:11]3[N:18]([CH3:19])[CH:17]=[CH:16][C:12]=3[N:13]=[CH:14][N:15]=2)[CH:6]=[CH:5][C:3]=1[NH2:4].N1C=CC=CC=1.Cl[C:27](OC1C=CC=CC=1)=[O:28].[NH2:36][CH:37]1[CH2:42][CH2:41][CH2:40][N:39]([C:43]([O:45][C:46]([CH3:49])([CH3:48])[CH3:47])=[O:44])[CH2:38]1.